This data is from Peptide-MHC class I binding affinity with 185,985 pairs from IEDB/IMGT. The task is: Regression. Given a peptide amino acid sequence and an MHC pseudo amino acid sequence, predict their binding affinity value. This is MHC class I binding data. (1) The peptide sequence is KTFVDLMRR. The MHC is HLA-A03:01 with pseudo-sequence HLA-A03:01. The binding affinity (normalized) is 0.609. (2) The binding affinity (normalized) is 0.338. The MHC is HLA-A02:01 with pseudo-sequence HLA-A02:01. The peptide sequence is SVYALGFGV. (3) The peptide sequence is MALATGLWW. The MHC is HLA-B58:01 with pseudo-sequence HLA-B58:01. The binding affinity (normalized) is 1.00. (4) The peptide sequence is FGNLSPETL. The MHC is HLA-A24:02 with pseudo-sequence HLA-A24:02. The binding affinity (normalized) is 0. (5) The peptide sequence is LLLGLLLLCV. The MHC is HLA-A68:02 with pseudo-sequence HLA-A68:02. The binding affinity (normalized) is 0. (6) The peptide sequence is LFSKNILKYY. The MHC is HLA-A11:01 with pseudo-sequence HLA-A11:01. The binding affinity (normalized) is 0. (7) The binding affinity (normalized) is 0.0847. The peptide sequence is TKDETREQL. The MHC is HLA-A02:03 with pseudo-sequence HLA-A02:03.